Dataset: Forward reaction prediction with 1.9M reactions from USPTO patents (1976-2016). Task: Predict the product of the given reaction. (1) The product is: [F:26][C:23]1[CH:22]=[CH:21][C:20]([CH:18]=[CH:17][N:6]2[C:7]3[CH:8]=[CH:9][C:10]([CH3:16])=[CH:11][C:12]=3[C:13]3[CH2:14][CH2:15][N:2]([CH3:1])[CH2:3][CH2:4][C:5]2=3)=[CH:25][CH:24]=1. Given the reactants [CH3:1][N:2]1[CH2:15][CH2:14][C:13]2[C:12]3[CH:11]=[C:10]([CH3:16])[CH:9]=[CH:8][C:7]=3[N:6]([CH2:17][CH:18]([C:20]3[CH:25]=[CH:24][C:23]([F:26])=[CH:22][CH:21]=3)O)[C:5]=2[CH2:4][CH2:3]1.C(N(CC)CC)C.CS(Cl)(=O)=O.[OH-].[K+], predict the reaction product. (2) Given the reactants [CH3:1][O:2][C:3]1[CH:4]=[C:5]([NH:12]C(=O)C)[CH:6]=[CH:7][C:8]=1[N+:9]([O-:11])=[O:10].C(=O)([O-])[O-].[K+].[K+], predict the reaction product. The product is: [CH3:1][O:2][C:3]1[CH:4]=[C:5]([NH2:12])[CH:6]=[CH:7][C:8]=1[N+:9]([O-:11])=[O:10].